This data is from Forward reaction prediction with 1.9M reactions from USPTO patents (1976-2016). The task is: Predict the product of the given reaction. (1) Given the reactants [Br:1][C:2]1[CH:3]=[C:4]2[C:8](=[CH:9][CH:10]=1)[NH:7][CH:6]=[CH:5]2.Br[CH2:12][CH2:13][CH2:14][CH2:15][Br:16], predict the reaction product. The product is: [Br:16][C:15]1[CH:3]=[CH:4][CH:5]=[C:6]2[C:14]=1[CH:13]=[CH:12][N:7]2[CH2:8][CH2:9][CH2:10][CH2:2][Br:1]. (2) Given the reactants [OH:1][C:2]1[C:3]([O:20][CH3:21])=[C:4]([C:10]2[CH:11]=[C:12]3[C:16](=[CH:17][CH:18]=2)[C:15](=[O:19])[O:14][CH2:13]3)[CH:5]=[CH:6][C:7]=1[O:8][CH3:9].C(=O)([O-])[O-].[K+].[K+].[CH2:28](I)[CH3:29], predict the reaction product. The product is: [CH2:28]([O:1][C:2]1[C:3]([O:20][CH3:21])=[C:4]([C:10]2[CH:11]=[C:12]3[C:16](=[CH:17][CH:18]=2)[C:15](=[O:19])[O:14][CH2:13]3)[CH:5]=[CH:6][C:7]=1[O:8][CH3:9])[CH3:29]. (3) Given the reactants [Cl:1][C:2]1[C:3]([O:30][C@H:31]2[CH2:36][CH2:35][C:34]([F:38])([F:37])[CH2:33][C@@H:32]2[C:39]2[N:43]([CH3:44])[N:42]=[CH:41][CH:40]=2)=[CH:4][C:5]([F:29])=[C:6]([S:8]([N:11](CC2C=CC(OC)=CC=2OC)[C:12]2[CH:17]=[CH:16][N:15]=[CH:14][N:13]=2)(=[O:10])=[O:9])[CH:7]=1.C([SiH](CC)CC)C.FC(F)(F)C(O)=O, predict the reaction product. The product is: [Cl:1][C:2]1[C:3]([O:30][C@H:31]2[CH2:36][CH2:35][C:34]([F:38])([F:37])[CH2:33][C@@H:32]2[C:39]2[N:43]([CH3:44])[N:42]=[CH:41][CH:40]=2)=[CH:4][C:5]([F:29])=[C:6]([S:8]([NH:11][C:12]2[CH:17]=[CH:16][N:15]=[CH:14][N:13]=2)(=[O:9])=[O:10])[CH:7]=1. (4) The product is: [O:1]1[C@H:6]([CH2:7][N:26]2[CH2:25][CH2:24][N:23]([C:18]3[CH:19]=[CH:20][CH:21]=[CH:22][C:17]=3[CH2:16][O:15][CH3:14])[CH2:28][CH2:27]2)[CH2:5][O:4][C:3]2[CH:10]=[CH:11][CH:12]=[CH:13][C:2]1=2. Given the reactants [O:1]1[C@H:6]([C:7](Cl)=O)[CH2:5][O:4][C:3]2[CH:10]=[CH:11][CH:12]=[CH:13][C:2]1=2.[CH3:14][O:15][CH2:16][C:17]1[CH:22]=[CH:21][CH:20]=[CH:19][C:18]=1[N:23]1[CH2:28][CH2:27][NH:26][CH2:25][CH2:24]1.C(N(CC)CC)C.[H-].[H-].[H-].[H-].[Li+].[Al+3], predict the reaction product. (5) Given the reactants [C:1]([C:4]1[CH:15]=[CH:14][C:7]([CH2:8][CH2:9]CC([O-])=O)=[CH:6][CH:5]=1)(=[O:3])[CH3:2].[OH-:16].[Na+].CO.O, predict the reaction product. The product is: [C:1]([C:4]1[CH:15]=[CH:14][C:7]([CH2:8][CH2:9][OH:16])=[CH:6][CH:5]=1)(=[O:3])[CH3:2]. (6) Given the reactants [OH:1][C:2]1([CH2:8][CH2:9][N:10]([CH3:24])[C:11]2[CH:23]=[CH:22][C:14]([C:15]([O:17][C:18]([CH3:21])([CH3:20])[CH3:19])=[O:16])=[CH:13][CH:12]=2)[CH2:7][CH2:6][NH:5][CH2:4][CH2:3]1.[C:25]([C:27]1[CH:32]=[CH:31][C:30]([CH2:33][CH:34]=O)=[CH:29][CH:28]=1)#[N:26].C(O[BH-](OC(=O)C)OC(=O)C)(=O)C.[Na+].C(=O)([O-])O.[Na+], predict the reaction product. The product is: [C:25]([C:27]1[CH:32]=[CH:31][C:30]([CH2:33][CH2:34][N:5]2[CH2:6][CH2:7][C:2]([CH2:8][CH2:9][N:10]([CH3:24])[C:11]3[CH:12]=[CH:13][C:14]([C:15]([O:17][C:18]([CH3:21])([CH3:19])[CH3:20])=[O:16])=[CH:22][CH:23]=3)([OH:1])[CH2:3][CH2:4]2)=[CH:29][CH:28]=1)#[N:26]. (7) Given the reactants [C:1](Cl)([CH3:3])=[O:2].[N+:5]([C:8]1[CH:13]=[CH:12][C:11]([NH2:14])=[CH:10][CH:9]=1)([O-:7])=[O:6], predict the reaction product. The product is: [N+:5]([C:8]1[CH:13]=[CH:12][C:11]([NH:14][C:1](=[O:2])[CH3:3])=[CH:10][CH:9]=1)([O-:7])=[O:6]. (8) Given the reactants [Cl:1][C:2]1[C:7](Cl)=[CH:6][N:5]=[CH:4][N:3]=1.[NH2:9][CH:10]1[CH2:14][CH2:13][N:12]([C:15]([O:17][C:18]([CH3:21])([CH3:20])[CH3:19])=[O:16])[CH2:11]1.CCN(C(C)C)C(C)C, predict the reaction product. The product is: [Cl:1][C:2]1[N:3]=[CH:4][N:5]=[C:6]([NH:9][CH:10]2[CH2:14][CH2:13][N:12]([C:15]([O:17][C:18]([CH3:21])([CH3:20])[CH3:19])=[O:16])[CH2:11]2)[CH:7]=1.